From a dataset of Reaction yield outcomes from USPTO patents with 853,638 reactions. Predict the reaction yield, written as a fraction of the theoretical maximum amount of product (1.0 means a 100% yield; for example, 0.34 means a 34% yield). (1) The reactants are [C:1]([O:5][C:6]([NH:8][CH:9]([CH3:16])[CH2:10]OS(C)(=O)=O)=[O:7])([CH3:4])([CH3:3])[CH3:2].[NH:17]1[CH2:22][CH2:21][O:20][CH2:19][CH2:18]1.C([O-])([O-])=O.[K+].[K+]. The catalyst is CC#N. The yield is 0.620. The product is [C:1]([O:5][C:6](=[O:7])[NH:8][CH:9]([CH3:16])[CH2:10][N:17]1[CH2:22][CH2:21][O:20][CH2:19][CH2:18]1)([CH3:4])([CH3:3])[CH3:2]. (2) The reactants are [CH3:1][C:2]1[CH:25]=[CH:24][C:5]([CH2:6][CH2:7][C:8]2[S:9][C:10]3[N:11]=[C:12]([NH2:23])[N:13]=[C:14]([N:17]4[CH2:22][CH2:21][NH:20][CH2:19][CH2:18]4)[C:15]=3[N:16]=2)=[CH:4][CH:3]=1.[CH3:26][O:27][C:28]1[CH:38]=[CH:37][C:31]([O:32][CH2:33][C:34](O)=[O:35])=[CH:30][CH:29]=1. No catalyst specified. The product is [NH2:23][C:12]1[N:13]=[C:14]([N:17]2[CH2:18][CH2:19][N:20]([C:34](=[O:35])[CH2:33][O:32][C:31]3[CH:37]=[CH:38][C:28]([O:27][CH3:26])=[CH:29][CH:30]=3)[CH2:21][CH2:22]2)[C:15]2[N:16]=[C:8]([CH2:7][CH2:6][C:5]3[CH:4]=[CH:3][C:2]([CH3:1])=[CH:25][CH:24]=3)[S:9][C:10]=2[N:11]=1. The yield is 0.680. (3) The reactants are [N+:1]([C:4]1[CH:12]=[C:11]2[C:7]([CH2:8][CH2:9][NH:10]2)=[CH:6][CH:5]=1)([O-:3])=[O:2].CCN(CC)CC.[C:20](Cl)(=[O:22])[CH3:21]. The catalyst is C1COCC1. The product is [C:20]([N:10]1[C:11]2[C:7](=[CH:6][CH:5]=[C:4]([N+:1]([O-:3])=[O:2])[CH:12]=2)[CH2:8][CH2:9]1)(=[O:22])[CH3:21]. The yield is 1.00. (4) The reactants are Cl[C:2]1[N:3]=[C:4]([N:9]2[CH2:14][CH2:13][O:12][CH2:11][CH2:10]2)[S:5][C:6]=1[C:7]#[N:8].[Cl:15][C:16]1[CH:21]=[C:20]([Cl:22])[CH:19]=[CH:18][C:17]=1B(O)O.C(=O)([O-])[O-].[Na+].[Na+].C(O)C. The catalyst is COCCOC.C(OCC)(=O)C.Cl[Pd](Cl)([P](C1C=CC=CC=1)(C1C=CC=CC=1)C1C=CC=CC=1)[P](C1C=CC=CC=1)(C1C=CC=CC=1)C1C=CC=CC=1.O. The product is [Cl:15][C:16]1[CH:21]=[C:20]([Cl:22])[CH:19]=[CH:18][C:17]=1[C:2]1[N:3]=[C:4]([N:9]2[CH2:14][CH2:13][O:12][CH2:11][CH2:10]2)[S:5][C:6]=1[C:7]#[N:8]. The yield is 0.150. (5) The reactants are Cl[CH2:2][C:3]([NH:5][C@@H:6]1[CH2:11][O:10][C:9]2=[N:12][C:13]([N+:15]([O-:17])=[O:16])=[CH:14][N:8]2[CH2:7]1)=[O:4].[Cl:18][C:19]1[CH:20]=[C:21]([CH:29]=[CH:30][C:31]=1[C:32]([F:35])([F:34])[F:33])[O:22][CH:23]1[CH2:28][CH2:27][NH:26][CH2:25][CH2:24]1. No catalyst specified. The product is [Cl:18][C:19]1[CH:20]=[C:21]([CH:29]=[CH:30][C:31]=1[C:32]([F:35])([F:33])[F:34])[O:22][CH:23]1[CH2:24][CH2:25][N:26]([CH2:2][C:3]([NH:5][C@@H:6]2[CH2:11][O:10][C:9]3=[N:12][C:13]([N+:15]([O-:17])=[O:16])=[CH:14][N:8]3[CH2:7]2)=[O:4])[CH2:27][CH2:28]1. The yield is 0.650. (6) The reactants are [N:1]1[CH:6]=[CH:5][CH:4]=[CH:3][C:2]=1[C:7]1[N:11]=[C:10]([C:12]2[CH:17]=[C:16](O)[CH:15]=[C:14]([C:19]#[N:20])[CH:13]=2)[O:9][N:8]=1.C(=O)([O-])[O-].[K+].[K+].[CH3:27][N:28]([CH3:32])[C:29](Cl)=[O:30]. The catalyst is CN(C)C=O.ClCCl. The product is [N:1]1[CH:6]=[CH:5][CH:4]=[CH:3][C:2]=1[C:7]1[N:11]=[C:10]([C:12]2[CH:17]=[C:16]([C:29]([N:28]([CH3:32])[CH3:27])=[O:30])[CH:15]=[C:14]([C:19]#[N:20])[CH:13]=2)[O:9][N:8]=1. The yield is 0.290. (7) The reactants are [NH2:1][C@@H:2]([CH2:33][C:34]1[CH:39]=[CH:38][CH:37]=[CH:36][CH:35]=1)[C@@H:3]([OH:32])[CH2:4][C@@H:5]([NH:19][C:20]([C@@H:22]([NH:27][C:28](=[O:31])[O:29][CH3:30])[C:23]([CH3:26])([CH3:25])[CH3:24])=[O:21])[CH2:6][C:7]1[CH:12]=[CH:11][C:10]([C:13]2[CH:18]=[CH:17][CH:16]=[CH:15][N:14]=2)=[CH:9][CH:8]=1.[CH3:40][C:41]([CH3:61])([CH3:60])[C@H:42]([N:46]1[CH2:50][CH2:49][N:48]([CH2:51][C:52]2[C:53]([CH3:58])=[N:54][CH:55]=[CH:56][CH:57]=2)[C:47]1=[O:59])[C:43](O)=[O:44].CCOP(ON1N=NC2C=CC=CC=2C1=O)(OCC)=O.C(N(CC)C(C)C)(C)C. The catalyst is C1COCC1. The product is [CH3:40][C:41]([CH3:61])([CH3:60])[C@H:42]([N:46]1[CH2:50][CH2:49][N:48]([CH2:51][C:52]2[C:53]([CH3:58])=[N:54][CH:55]=[CH:56][CH:57]=2)[C:47]1=[O:59])[C:43]([NH:1][C@@H:2]([CH2:33][C:34]1[CH:35]=[CH:36][CH:37]=[CH:38][CH:39]=1)[C@@H:3]([OH:32])[CH2:4][C@@H:5]([NH:19][C:20]([C@@H:22]([NH:27][C:28](=[O:31])[O:29][CH3:30])[C:23]([CH3:26])([CH3:25])[CH3:24])=[O:21])[CH2:6][C:7]1[CH:12]=[CH:11][C:10]([C:13]2[CH:18]=[CH:17][CH:16]=[CH:15][N:14]=2)=[CH:9][CH:8]=1)=[O:44]. The yield is 0.520.